This data is from Full USPTO retrosynthesis dataset with 1.9M reactions from patents (1976-2016). The task is: Predict the reactants needed to synthesize the given product. (1) Given the product [F:1][C:2]1[CH:8]=[C:7]([I:9])[C:6]([F:10])=[CH:5][C:3]=1[NH:4][S:12]([CH3:11])(=[O:14])=[O:13], predict the reactants needed to synthesize it. The reactants are: [F:1][C:2]1[CH:8]=[C:7]([I:9])[C:6]([F:10])=[CH:5][C:3]=1[NH2:4].[CH3:11][S:12](Cl)(=[O:14])=[O:13].N1C=CC=CC=1. (2) Given the product [Br:32][C:33]1[CH:34]=[C:35]([NH:36][CH:40]([C:4]2[CH:3]=[CH:2][C:46]([Cl:48])=[C:6]([CH3:7])[CH:5]=2)[C:10]([F:23])([F:22])[F:9])[CH:37]=[CH:38][CH:39]=1, predict the reactants needed to synthesize it. The reactants are: N1[C:6]([CH3:7])=[CH:5][CH:4]=[CH:3][C:2]=1C.[F:9][C:10]([F:23])([F:22])S(OS([C:10]([F:23])([F:22])[F:9])(=O)=O)(=O)=O.[O-]S(C(F)(F)F)(=O)=O.[Br:32][C:33]1[CH:34]=[C:35]([CH:37]=[CH:38][CH:39]=1)[NH2:36].[C:40](=O)([O-])[O-].[K+].[K+].[CH2:46]([Cl:48])Cl. (3) Given the product [Cl:1][C:2]1[CH:3]=[C:4]([C:8]#[C:9][C:10]2[N:11]=[C:12]([CH3:15])[N:13]([C:17]3[CH:22]=[CH:21][N:20]=[CH:19][N:18]=3)[CH:14]=2)[CH:5]=[CH:6][CH:7]=1, predict the reactants needed to synthesize it. The reactants are: [Cl:1][C:2]1[CH:3]=[C:4]([C:8]#[C:9][C:10]2[N:11]=[C:12]([CH3:15])[NH:13][CH:14]=2)[CH:5]=[CH:6][CH:7]=1.Cl[C:17]1[CH:22]=[CH:21][N:20]=[CH:19][N:18]=1. (4) Given the product [CH:1]1([N:5]2[CH2:10][CH2:9][N:8]([C:11]3[C:12]([CH:22]([NH2:31])[CH3:23])=[CH:13][C:14]([F:21])=[C:15]4[C:20]=3[N:19]=[CH:18][CH:17]=[CH:16]4)[CH2:7][CH2:6]2)[CH2:4][CH2:3][CH2:2]1, predict the reactants needed to synthesize it. The reactants are: [CH:1]1([N:5]2[CH2:10][CH2:9][N:8]([C:11]3[C:12]([C:22](=O)[CH3:23])=[CH:13][C:14]([F:21])=[C:15]4[C:20]=3[N:19]=[CH:18][CH:17]=[CH:16]4)[CH2:7][CH2:6]2)[CH2:4][CH2:3][CH2:2]1.C([O-])(=O)C.[NH4+].C([BH3-])#[N:31].[Na+]. (5) Given the product [Cl:19][C:16]1[CH:15]=[CH:14][C:13]([CH:11]([N:6]2[C:5]3[C:9](=[N:10][C:2]([C:27]#[N:29])=[N:3][C:4]=3[NH:20][C@@H:21]([CH:23]3[CH2:25][CH2:24]3)[CH3:22])[N:8]=[CH:7]2)[CH3:12])=[CH:18][CH:17]=1, predict the reactants needed to synthesize it. The reactants are: Cl[C:2]1[N:10]=[C:9]2[C:5]([N:6]([CH:11]([C:13]3[CH:18]=[CH:17][C:16]([Cl:19])=[CH:15][CH:14]=3)[CH3:12])[CH:7]=[N:8]2)=[C:4]([NH:20][C@@H:21]([CH:23]2[CH2:25][CH2:24]2)[CH3:22])[N:3]=1.C[C:27]([N:29](C)C)=O. (6) Given the product [CH3:13][C:2]([N+:14]([O-:16])=[O:15])([CH3:1])[CH2:3][CH2:4][CH2:5][CH:6]1[NH:10][C:9](=[O:11])[NH:8][C:7]1=[O:12], predict the reactants needed to synthesize it. The reactants are: [CH3:1][C:2]([N+:14]([O-:16])=[O:15])([CH3:13])[CH2:3][CH2:4][CH:5]=[C:6]1[NH:10][C:9](=[O:11])[NH:8][C:7]1=[O:12].[H][H].CO. (7) The reactants are: [CH3:1][N:2]1[C:8]2[CH:9]=[CH:10][CH:11]=[CH:12][C:7]=2[CH2:6][CH2:5][O:4][C:3]1=[O:13].[N+:14]([O-])([OH:16])=[O:15]. Given the product [CH3:1][N:2]1[C:8]2[CH:9]=[CH:10][C:11]([N+:14]([O-:16])=[O:15])=[CH:12][C:7]=2[CH2:6][CH2:5][O:4][C:3]1=[O:13], predict the reactants needed to synthesize it. (8) Given the product [Br:2][C:3]1[CH:8]=[C:7]2[C:6](=[CH:5][CH:4]=1)[NH:9][C:14]1[C:15]3[CH:16]=[CH:17][CH:18]=[CH:19][C:20]=3[O:11][CH2:12][C:13]2=1, predict the reactants needed to synthesize it. The reactants are: Cl.[Br:2][C:3]1[CH:8]=[CH:7][C:6]([NH:9]N)=[CH:5][CH:4]=1.[O:11]1[C:20]2[C:15](=[CH:16][CH:17]=[CH:18][CH:19]=2)[C:14](=O)[CH2:13][CH2:12]1.